Dataset: Peptide-MHC class II binding affinity with 134,281 pairs from IEDB. Task: Regression. Given a peptide amino acid sequence and an MHC pseudo amino acid sequence, predict their binding affinity value. This is MHC class II binding data. (1) The peptide sequence is LVGPTPVNIIGRNLLTQLGC. The MHC is DRB1_0301 with pseudo-sequence DRB1_0301. The binding affinity (normalized) is 0. (2) The peptide sequence is WKKYFAATQFEPLAA. The MHC is HLA-DQA10501-DQB10301 with pseudo-sequence HLA-DQA10501-DQB10301. The binding affinity (normalized) is 0.347.